Dataset: Forward reaction prediction with 1.9M reactions from USPTO patents (1976-2016). Task: Predict the product of the given reaction. The product is: [CH:9]1[C:10]2[C:15](=[CH:14][CH:13]=[CH:12][CH:11]=2)[CH:16]=[CH:17][C:8]=1/[C:3](=[CH:22]\[CH:23]=[CH:24]/[C:20]([O:19][CH3:18])=[O:21])/[C:4]([O:6][CH3:7])=[O:5]. Given the reactants [N+](=[C:3]([C:8]1[CH:17]=[CH:16][C:15]2[C:10](=[CH:11][CH:12]=[CH:13][CH:14]=2)[CH:9]=1)[C:4]([O:6][CH3:7])=[O:5])=[N-].[CH3:18][O:19][C:20]1[O:21][CH:22]=[CH:23][CH:24]=1, predict the reaction product.